Dataset: Reaction yield outcomes from USPTO patents with 853,638 reactions. Task: Predict the reaction yield, written as a fraction of the theoretical maximum amount of product (1.0 means a 100% yield; for example, 0.34 means a 34% yield). (1) The reactants are C[Si](C)(C)[N-][Si](C)(C)C.[Li+].Br[CH2:12][CH2:13][C@:14]1([CH2:28][O:29][CH3:30])[CH2:18][N:17]([C@@H:19]([C:21]2[CH:26]=[CH:25][CH:24]=[CH:23][CH:22]=2)[CH3:20])[C:16](=[O:27])[CH2:15]1.Cl[C:32]([O:34][CH3:35])=[O:33].C(O)(=O)CC(CC(O)=O)(C(O)=O)O. The catalyst is O1CCCC1.O.C(OCC)(=O)C. The product is [CH3:35][O:34][C:32]([C@@:15]12[CH2:12][CH2:13][C@:14]1([CH2:28][O:29][CH3:30])[CH2:18][N:17]([C@@H:19]([C:21]1[CH:26]=[CH:25][CH:24]=[CH:23][CH:22]=1)[CH3:20])[C:16]2=[O:27])=[O:33]. The yield is 0.790. (2) The reactants are [NH:1]1[C:5]2[CH:6]=[CH:7][CH:8]=[CH:9][C:4]=2[N:3]=[C:2]1[C:10]1[CH:15]=[C:14]([Cl:16])[CH:13]=[CH:12][C:11]=1[OH:17].Br[CH2:19]Br.C([O-])([O-])=O.[K+].[K+].O. The catalyst is CN(C=O)C. The product is [Cl:16][C:14]1[CH:13]=[CH:12][C:11]2[O:17][CH2:19][N:1]3[C:5]4[CH:6]=[CH:7][CH:8]=[CH:9][C:4]=4[N:3]=[C:2]3[C:10]=2[CH:15]=1. The yield is 0.360. (3) The reactants are [O:1]([C:8]1[CH:9]=[C:10]([NH:14][CH2:15][C:16]2[CH:17]=[C:18]([CH:23]=[CH:24][CH:25]=2)[C:19]([O:21][CH3:22])=[O:20])[CH:11]=[CH:12][CH:13]=1)[C:2]1[CH:7]=[CH:6][CH:5]=[CH:4][CH:3]=1.[F:26][C:27]([F:32])([F:31])[CH:28]1[O:30][CH2:29]1.FC(F)(F)S([O-])(=O)=O.[Yb+3].FC(F)(F)S([O-])(=O)=O.FC(F)(F)S([O-])(=O)=O. The catalyst is C(#N)C.O.C(Cl)Cl. The product is [O:1]([C:8]1[CH:9]=[C:10]([N:14]([CH2:15][C:16]2[CH:17]=[C:18]([CH:23]=[CH:24][CH:25]=2)[C:19]([O:21][CH3:22])=[O:20])[CH2:29][CH:28]([OH:30])[C:27]([F:32])([F:31])[F:26])[CH:11]=[CH:12][CH:13]=1)[C:2]1[CH:7]=[CH:6][CH:5]=[CH:4][CH:3]=1. The yield is 0.960. (4) The reactants are [CH2:1]([O:3][C:4]([C:6]1[C:7](=[O:18])[NH:8][N:9]=[C:10]([C:13]2[S:14][CH:15]=[CH:16][CH:17]=2)[C:11]=1[OH:12])=[O:5])[CH3:2].[H-].[Na+].Br[CH2:22][CH2:23][C:24]([CH3:28])([CH3:27])[CH2:25][CH3:26].Cl. The catalyst is CN(C)C=O. The product is [CH2:1]([O:3][C:4]([C:6]1[C:7](=[O:18])[N:8]([CH2:22][CH2:23][C:24]([CH3:28])([CH3:27])[CH2:25][CH3:26])[N:9]=[C:10]([C:13]2[S:14][CH:15]=[CH:16][CH:17]=2)[C:11]=1[OH:12])=[O:5])[CH3:2]. The yield is 0.444. (5) The yield is 0.280. The reactants are [C:1]1([CH2:7][S:8](Cl)(=[O:10])=[O:9])[CH:6]=[CH:5][CH:4]=[CH:3][CH:2]=1.C(N(CC)CC)C.[NH:19]1[CH2:24][CH2:23][CH:22]([CH2:25][N:26]2[C:34]3[C:29](=[N:30][C:31]([C:35]4[CH:36]=[N:37][N:38]([CH:40]5[CH2:45][CH2:44][CH2:43][CH2:42][O:41]5)[CH:39]=4)=[CH:32][CH:33]=3)[CH:28]=[CH:27]2)[CH2:21][CH2:20]1.CO. The catalyst is ClCCl.O. The product is [CH2:7]([S:8]([N:19]1[CH2:20][CH2:21][CH:22]([CH2:25][N:26]2[C:34]3[C:29](=[N:30][C:31]([C:35]4[CH:36]=[N:37][N:38]([CH:40]5[CH2:45][CH2:44][CH2:43][CH2:42][O:41]5)[CH:39]=4)=[CH:32][CH:33]=3)[CH:28]=[CH:27]2)[CH2:23][CH2:24]1)(=[O:10])=[O:9])[C:1]1[CH:6]=[CH:5][CH:4]=[CH:3][CH:2]=1. (6) The reactants are [OH:1][C:2]1[CH:3]=[C:4]([S:8][CH2:9][CH2:10][CH2:11][C:12]([OH:14])=O)[CH:5]=[CH:6][CH:7]=1.[CH3:15][O:16][C:17]1[CH:25]=[CH:24][CH:23]=[CH:22][C:18]=1[CH2:19][NH:20][CH3:21]. No catalyst specified. The yield is 0.940. The product is [OH:1][C:2]1[CH:3]=[C:4]([S:8][CH2:9][CH2:10][CH2:11][C:12]([N:20]([CH2:19][C:18]2[CH:22]=[CH:23][CH:24]=[CH:25][C:17]=2[O:16][CH3:15])[CH3:21])=[O:14])[CH:5]=[CH:6][CH:7]=1.